From a dataset of Forward reaction prediction with 1.9M reactions from USPTO patents (1976-2016). Predict the product of the given reaction. (1) The product is: [O:1]=[C:2]1[NH:10][C:5]2=[N:6][CH:7]=[CH:8][CH:9]=[C:4]2[C@:3]21[CH2:24][C:13]1[CH:14]=[C:15]3[C:20](=[CH:21][C:12]=1[CH2:11]2)[N:19]=[C:18]([C:22]([OH:26])=[O:23])[CH:17]=[CH:16]3. Given the reactants [O:1]=[C:2]1[NH:10][C:5]2=[N:6][CH:7]=[CH:8][CH:9]=[C:4]2[C@:3]21[CH2:24][C:13]1[CH:14]=[C:15]3[C:20](=[CH:21][C:12]=1[CH2:11]2)[N:19]=[C:18]([CH:22]=[O:23])[CH:17]=[CH:16]3.[Se](=O)=[O:26], predict the reaction product. (2) Given the reactants CB1N2CCC[C@H]2C(C2C=CC=CC=2)(C2C=CC=CC=2)O1.[C:22]([C:25]1[C:26]([O:45][CH2:46][CH3:47])=[C:27]([CH:34]2[CH2:37][N:36]([C:38]([O:40][C:41]([CH3:44])([CH3:43])[CH3:42])=[O:39])[CH2:35]2)[C:28]([C:32]#[N:33])=[C:29]([Cl:31])[CH:30]=1)(=[O:24])[CH3:23], predict the reaction product. The product is: [Cl:31][C:29]1[C:28]([C:32]#[N:33])=[C:27]([CH:34]2[CH2:35][N:36]([C:38]([O:40][C:41]([CH3:44])([CH3:43])[CH3:42])=[O:39])[CH2:37]2)[C:26]([O:45][CH2:46][CH3:47])=[C:25]([CH:22]([OH:24])[CH3:23])[CH:30]=1.